The task is: Predict the reaction yield, written as a fraction of the theoretical maximum amount of product (1.0 means a 100% yield; for example, 0.34 means a 34% yield).. This data is from Reaction yield outcomes from USPTO patents with 853,638 reactions. The reactants are [C:1]([O:5][C:6]([N:8]1[CH2:13][CH2:12][N:11]([C:14]2[CH:19]=[CH:18][C:17]([C:20]([OH:22])=O)=[CH:16][N:15]=2)[C@H:10]([CH3:23])[CH2:9]1)=[O:7])([CH3:4])([CH3:3])[CH3:2].C(Cl)CCl.C1C=NC2N(O)N=NC=2C=1.[CH3:38][C:39]1([CH3:53])[C:43]([CH3:45])([CH3:44])[O:42][B:41]([C:46]2[CH:52]=[CH:51][C:49]([NH2:50])=[CH:48][CH:47]=2)[O:40]1.C(N(CC)C(C)C)(C)C. The catalyst is CN(C=O)C. The product is [C:1]([O:5][C:6]([N:8]1[CH2:13][CH2:12][N:11]([C:14]2[CH:19]=[CH:18][C:17]([C:20](=[O:22])[NH:50][C:49]3[CH:48]=[CH:47][C:46]([B:41]4[O:42][C:43]([CH3:45])([CH3:44])[C:39]([CH3:53])([CH3:38])[O:40]4)=[CH:52][CH:51]=3)=[CH:16][N:15]=2)[C@H:10]([CH3:23])[CH2:9]1)=[O:7])([CH3:3])([CH3:2])[CH3:4]. The yield is 0.800.